From a dataset of Merck oncology drug combination screen with 23,052 pairs across 39 cell lines. Regression. Given two drug SMILES strings and cell line genomic features, predict the synergy score measuring deviation from expected non-interaction effect. (1) Drug 1: CC(=O)OC1C(=O)C2(C)C(O)CC3OCC3(OC(C)=O)C2C(OC(=O)c2ccccc2)C2(O)CC(OC(=O)C(O)C(NC(=O)c3ccccc3)c3ccccc3)C(C)=C1C2(C)C. Drug 2: O=C(CCCCCCC(=O)Nc1ccccc1)NO. Cell line: UACC62. Synergy scores: synergy=0.337. (2) Drug 1: CCC1(O)CC2CN(CCc3c([nH]c4ccccc34)C(C(=O)OC)(c3cc4c(cc3OC)N(C)C3C(O)(C(=O)OC)C(OC(C)=O)C5(CC)C=CCN6CCC43C65)C2)C1. Drug 2: O=C(NOCC(O)CO)c1ccc(F)c(F)c1Nc1ccc(I)cc1F. Cell line: A427. Synergy scores: synergy=3.89. (3) Drug 1: O=c1[nH]cc(F)c(=O)[nH]1. Drug 2: O=C(O)C1(Cc2cccc(Nc3nccs3)n2)CCC(Oc2cccc(Cl)c2F)CC1. Cell line: NCIH520. Synergy scores: synergy=2.78. (4) Drug 1: CC1(c2nc3c(C(N)=O)cccc3[nH]2)CCCN1. Drug 2: Cn1cc(-c2cnn3c(N)c(Br)c(C4CCCNC4)nc23)cn1. Cell line: NCIH2122. Synergy scores: synergy=-7.60. (5) Drug 1: Cn1c(=O)n(-c2ccc(C(C)(C)C#N)cc2)c2c3cc(-c4cnc5ccccc5c4)ccc3ncc21. Drug 2: Cn1cc(-c2cnn3c(N)c(Br)c(C4CCCNC4)nc23)cn1. Cell line: OCUBM. Synergy scores: synergy=22.8. (6) Drug 1: CCN(CC)CCNC(=O)c1c(C)[nH]c(C=C2C(=O)Nc3ccc(F)cc32)c1C. Drug 2: COC1=C2CC(C)CC(OC)C(O)C(C)C=C(C)C(OC(N)=O)C(OC)C=CC=C(C)C(=O)NC(=CC1=O)C2=O. Cell line: SW620. Synergy scores: synergy=-3.43. (7) Drug 1: CCC1=CC2CN(C1)Cc1c([nH]c3ccccc13)C(C(=O)OC)(c1cc3c(cc1OC)N(C)C1C(O)(C(=O)OC)C(OC(C)=O)C4(CC)C=CCN5CCC31C54)C2. Drug 2: CNC(=O)c1cc(Oc2ccc(NC(=O)Nc3ccc(Cl)c(C(F)(F)F)c3)cc2)ccn1. Cell line: A2058. Synergy scores: synergy=-11.6.